This data is from Experimentally validated miRNA-target interactions with 360,000+ pairs, plus equal number of negative samples. The task is: Binary Classification. Given a miRNA mature sequence and a target amino acid sequence, predict their likelihood of interaction. (1) The miRNA is rno-miR-23a-3p with sequence AUCACAUUGCCAGGGAUUUCC. The protein sequence of the target gene is MQAMDPAAADLYEEDGKDLDFYDFEPLPTLPEDEENVSLADILSLRDRGLSEQEAWAVCLECSLSMRSVAHAAIFQSLCITPDTLAFNTSGNVCFMEQLSDDPEGAFVPPEFDVTGNTFEAHIYSLGATLKAALEYVAEPTLEPRLSQDLEALLSRMQAEDPGDRPDLESIIALCEEKLQLTSSCRVCRSLSAVGRRVLSIESFGALQDVSESSWRERPAPGNAGPRRPPGDPSTDPEVLPTPEGPESETSRGPRASPTKALLSTPVRNGESHSREGLAGLVLDAERTLGELDRDALRRS.... Result: 0 (no interaction). (2) The miRNA is gga-miR-128-3p with sequence UCACAGUGAACCGGUCUCUUU. The protein sequence of the target gene is MAALQKLPHCRKLVLLCFLLATLWEARAGQIRYSVREEIDRGSFVGNIAKDLGLEPLALAEQGVRIVSRGRSQLFALNPRSGSLVTANRIDREELCAQSAPCLLNFNILLEDKLTIYSVEVEITDINDNAPRFGVEELELKISETTTPGFRIPLKNAHDADVGENALQKYALNPNDHFSLDVRRGADGNKYPELVLERSLDREEEAVHHLVLVASDGGDPVLSGTSRICVKVLDANDNAPVFTQPEYRISIPENTLVGTRILTVTATDADEGYYAQVVYFLEKSPGETSEVFELKSTSGE.... Result: 0 (no interaction).